This data is from Forward reaction prediction with 1.9M reactions from USPTO patents (1976-2016). The task is: Predict the product of the given reaction. (1) The product is: [CH3:1][C:2]1[C:7]([N+:8]([O-:10])=[O:9])=[CH:6][CH:5]=[CH:4][C:3]=1[CH2:11][C:12]([N:36]([CH2:37][CH2:38][CH3:39])[CH2:33][CH2:34][CH3:35])=[O:14]. Given the reactants [CH3:1][C:2]1[C:7]([N+:8]([O-:10])=[O:9])=[CH:6][CH:5]=[CH:4][C:3]=1[CH2:11][C:12]([OH:14])=O.S(Cl)(Cl)=O.CC1C([N+]([O-])=O)=CC=CC=1CC(Cl)=O.[CH2:33]([NH:36][CH2:37][CH2:38][CH3:39])[CH2:34][CH3:35], predict the reaction product. (2) The product is: [CH3:1][O:2][CH2:3][CH2:4][N:5]1[CH2:6][CH2:7][N:8]([C:11]2[N:16]=[CH:15][N:14]=[C:13]([NH:17][C:21]3[S:22][C:23]([C:26]#[N:27])=[CH:24][N:25]=3)[CH:12]=2)[CH2:9][CH2:10]1. Given the reactants [CH3:1][O:2][CH2:3][CH2:4][N:5]1[CH2:10][CH2:9][N:8]([C:11]2[N:16]=[CH:15][N:14]=[C:13]([NH2:17])[CH:12]=2)[CH2:7][CH2:6]1.[H-].[Na+].Cl[C:21]1[S:22][C:23]([C:26]#[N:27])=[CH:24][N:25]=1, predict the reaction product. (3) Given the reactants N(OCCCC)=O.[C:8]([O:16][C@@H:17]1[C@H:21]([O:22][C:23](=[O:30])[C:24]2[CH:29]=[CH:28][CH:27]=[CH:26][CH:25]=2)[C@@H:20]([C:31]([NH:33][CH2:34][CH3:35])=[O:32])[O:19][C@H:18]1[N:36]1[CH:44]=[N:43][C:42]2[C:37]1=[N:38][C:39](N)=[N:40][C:41]=2[Cl:45])(=[O:15])[C:9]1[CH:14]=[CH:13][CH:12]=[CH:11][CH:10]=1.II.[I-].[I:50]CI, predict the reaction product. The product is: [C:8]([O:16][C@@H:17]1[C@H:21]([O:22][C:23](=[O:30])[C:24]2[CH:29]=[CH:28][CH:27]=[CH:26][CH:25]=2)[C@@H:20]([C:31]([NH:33][CH2:34][CH3:35])=[O:32])[O:19][C@H:18]1[N:36]1[CH:44]=[N:43][C:42]2[C:37]1=[N:38][C:39]([I:50])=[N:40][C:41]=2[Cl:45])(=[O:15])[C:9]1[CH:14]=[CH:13][CH:12]=[CH:11][CH:10]=1. (4) Given the reactants [Mg].II.Br[C:5]1[CH:10]=[CH:9][C:8]([Br:11])=[CH:7][CH:6]=1.[CH2:12]([N:19]1[CH2:24][CH2:23][C:22](=[O:25])[CH2:21][CH2:20]1)[C:13]1[CH:18]=[CH:17][CH:16]=[CH:15][CH:14]=1, predict the reaction product. The product is: [CH2:12]([N:19]1[CH2:24][CH2:23][C:22]([C:5]2[CH:10]=[CH:9][C:8]([Br:11])=[CH:7][CH:6]=2)([OH:25])[CH2:21][CH2:20]1)[C:13]1[CH:14]=[CH:15][CH:16]=[CH:17][CH:18]=1.